From a dataset of Peptide-MHC class II binding affinity with 134,281 pairs from IEDB. Regression. Given a peptide amino acid sequence and an MHC pseudo amino acid sequence, predict their binding affinity value. This is MHC class II binding data. (1) The peptide sequence is GELQIVDKIDAAFVI. The MHC is DRB1_0404 with pseudo-sequence DRB1_0404. The binding affinity (normalized) is 0.580. (2) The peptide sequence is ALSRVHSMFLGTGGS. The MHC is DRB1_1101 with pseudo-sequence DRB1_1101. The binding affinity (normalized) is 0.198.